Dataset: Experimentally validated miRNA-target interactions with 360,000+ pairs, plus equal number of negative samples. Task: Binary Classification. Given a miRNA mature sequence and a target amino acid sequence, predict their likelihood of interaction. (1) The miRNA is dme-miR-12-5p with sequence UGAGUAUUACAUCAGGUACUGGU. The protein sequence of the target gene is MKAGCSIVEKPEGGGGYQFPDWAYKAESSPGSRQIQLWHFILELLQKEEFRHVIAWQQGEYGEFVIKDPDEVARLWGRRKCKPQMNYDKLSRALRYYYNKRILHKTKGKRFTYKFNFNKLVMPNYPFINIRSSGVVPQSAPPVPTASSRFHFPPLDSHSPTGDVQPGRFSASSLSASGPESGVTTDRKVEPSDLEDGSASDWHRGMDFMPSRNALGGGAVGHQKRKPDILLPLFTRPAMYPDPHSPFAISPVPGRGGVLNVPISPALSLTPTMFSYSPSPGLSPFTSSSCFSFNPEEMKH.... Result: 0 (no interaction). (2) The miRNA is mmu-miR-1306-3p with sequence ACGUUGGCUCUGGUGGUGAUG. The protein sequence of the target gene is MDRGEKIQLKRVFGYWWGTSFLLINIIGAGIFVSPKGVLAYSCMNVGVSLCVWAGCAILAMTSTLCSAEISISFPCSGAQYYFLKRYFGSTVAFLNLWTSLFLGSGVVAGQALLLAEYSIQPFFPSCSVPKLPKKCLALAMLWIVGILTSRGVKEVTWLQIASSVLKVSILSFISLTGVVFLIRGKKENVERFQNAFDAELPDISHLIQAIFQGYFAYSGGACFTLIAGELKKPRTTIPKCIFTALPLVTVVYLLVNISYLTVLTPREILSSDAVAITWADRAFPSLAWIMPFAISTSLF.... Result: 0 (no interaction). (3) The miRNA is mmu-miR-709 with sequence GGAGGCAGAGGCAGGAGGA. The protein sequence of the target gene is MSLAEAIRLWNEGVLAADKKDWKGALEAFSEVQDPHSRICFNIGCVNTILENLQAAEQAFTKSINRDKHSAVAYFQRGMLYYRMEKYDLAIKDLKEALTQLRGNQLIDYKILGLQFKLFACEVLYNIALMHAKKEEWKKAEEQLALATNMKSEPRHSKIDKAMESIWKQKLFEPVVIPVGRLFRPNERQVAQLAKKDYLGKATVVASVVHQDNFSGFAPLQPQSAEPPPRPKTPEIFRALEGEAHRVLFGFVPETPEELQVMPGNIVFVLKKGSDNWATVMFNGQKGLVPCNYLEPVELR.... Result: 1 (interaction). (4) The miRNA is hsa-miR-320d with sequence AAAAGCUGGGUUGAGAGGA. The protein sequence of the target gene is MLHFIQKVSGASSKMLKNPFTVRLGAGRIDILSLKTCLLQNFSSLPPRTWLSPSFQVCMRKIQCYHVSPCNFKKQKAVLPPKKRSTITYLLDSPKPALYITLAGLIPFTAPPLLMVITKSYIPVLAFTQMAYGAGFLAFLGGIRWGFVLPESSPAKPDYINLASSMSPILFSWAAILFSERLNEAIVTLIIGLGIALHNELFLLPHYPNWFKALRIVSTLVAFISFVVTLILENIYPEKGPKRPD. Result: 0 (no interaction). (5) The protein sequence of the target gene is MASHEVDNAELGSASAHGTPGSEAGPEELNTSVYQPIDGSPDYQKAKLQVLGAIQILNAAMILALGVFLGSLQYPYHFQKHFFFFTFYTGYPIWGAVFFCSSGTLSVVAGIKPTRTWIQNSFGMNIASATIALVGTAFLSLNIAVNIQSLRSCHSSSESPDLCNYMGSISNGMVSLLLILTLLELCVTISTIAMWCNANCCNSREEISSPPNSV. The miRNA is hsa-miR-4636 with sequence AACUCGUGUUCAAAGCCUUUAG. Result: 0 (no interaction). (6) The protein sequence of the target gene is MAADVVGDVYVLVEHPFEYTGKDGRRVAIRPNERYRLLRRSTEHWWHVRREPGGRPFYLPAQYVRELPALGNPAAAAPPGPHPSPAAPEPLAYDYRFVSAAATAGPDGAPEESGGRASSLCGPAQRGAATQRSSLAPGLPACLYLRPAAPVRPAQSLNDLACAAVSPPAGLLGSSGSFKACSVAGSWVCPRPLARSDSENVYEVIQDLHVPPPEESAEQVDDPPEPVYANIERQPRATSPGAAAAPLPSPVWETHTDAGTGRPYYYNPDTGVTTWESPFEAAEGAASPATSPASVDSHVS.... Result: 0 (no interaction). The miRNA is hsa-miR-6787-5p with sequence UGGCGGGGGUAGAGCUGGCUGC. (7) The miRNA is rno-miR-134-5p with sequence UGUGACUGGUUGACCAGAGGGG. The protein sequence of the target gene is MIPNGYLMFEDENFIESSVAKLNALRKSGQFCDVRLQVCGHEMLAHRAVLACCSPYLFEIFNSDSDPHGISHVKFDDLNPEAVEVLLNYAYTAQLKADKELVKDVYSAAKKLKMDRVKQVCGDYLLSRMDVTSCISYRNFASCMGDSRLLNKVDAYIQEHLLQISEEEEFLKLPRLKLEVMLEDNVCLPSNGKLYTKVINWVQRSIWENGDSLEELMEEVQTLYYSADHKLLDGNLLDGQAEVFGSDDDHIQFVQKKPPRENGHKQISSSSTGCLSSPNATVQSPKHEWKIVASEKTSNN.... Result: 0 (no interaction). (8) The miRNA is hsa-miR-6852-3p with sequence UGUCCUCUGUUCCUCAG. The protein sequence of the target gene is MTAAPASPQQIRDRLLQAIDPQSNIRNMVAVLEVISSLEKYPITKEALEETRLGKLINDVRKKTKNEELAKRAKKLLRSWQKLIEPAHQHEAALRGLAGATGSANGGAHNCRPEVGAAGPPRSIHDLKSRNDLQRLPGQRLDRLGSRKRRGDQRDLGHPGPPPKVSKASHDPLVPNSSPLPTNGISGSPESFASSLDGSGHAGPEGSRLERDENDKHSGKIPVNAVRPHTSSPGLGKPPGPCLQPKASVLQQLDRVDETPGPPHPKGPPRCSFSPRNSRHEGSFARQQSLYAPKGSVPSP.... Result: 0 (no interaction). (9) The miRNA is hsa-miR-4662a-3p with sequence AAAGAUAGACAAUUGGCUAAAU. The protein sequence of the target gene is MAELNPLAEELSCSVCLELFKEPVTTPCGHNFCMSCLDETWVVQGPPYRCPQCRKVYQVRPQLQKNTVMCAVVEQFLQAEQARTPVDDWTPPARFSASSAATQVACDHCLTEIAVKTCLVCMASFCQEHLRPHFDSPAFQDHPLQSPIRDLLRRKCTQHNRLRELFCPEHGECICHICLVEHKTCSPTTLSQASADLEYKLRNKLTIMHSHINGATKALEDVRSKQQCVQDSMKRKMEQLRQEYMEMKAVIDAAETSSLRKLKEEEKRVYGKFDTIYQVLVKKKSEMQKLKAEVELIMDK.... Result: 0 (no interaction). (10) The miRNA is hsa-miR-7111-3p with sequence AUCCUCUCUUCCCUCCUCCCAG. The protein sequence of the target gene is MMDSENKPENDEDEKINKEAQDLTKLSSHNEDGGPVSDVIASFPENSMGKRGFSESSNSDSVVIGEDRNKHASKRRKLDEAEPLKSGKQGICRLETSESSVTEGGIALDETGKETFLSDCTVGGTCLPNALSPSCNFSTIDVVSLKTDTEKTSAQEMVSLDLERESPFPPKEISVSCTIGNVDTVLKCSICGHLFSSCSDLEKHAESHMQQPKEHTCCHCSHKAESSSALHMHIKQAHGPQKVFSCDLCGFQCSEENLLNAHYLGKTHLRRQNLAARGGFVQILTKQPFPKKSRTMATKN.... Result: 0 (no interaction).